This data is from Forward reaction prediction with 1.9M reactions from USPTO patents (1976-2016). The task is: Predict the product of the given reaction. (1) Given the reactants [F:1][C:2]1[CH:8]=[CH:7][C:5]([NH2:6])=[CH:4][C:3]=1[O:9][CH3:10].[CH:11](=O)/[CH:12]=[CH:13]/[CH3:14].[NH4+].[OH-], predict the reaction product. The product is: [F:1][C:2]1[CH:8]=[C:7]2[C:5](=[CH:4][C:3]=1[O:9][CH3:10])[N:6]=[C:13]([CH3:14])[CH:12]=[CH:11]2. (2) Given the reactants [CH2:1]([S:8][CH:9]([S:39]CC1C=CC=CC=1)[C@H:10]([C@@H:19]([C@@H:28]([CH2:30][O:31][CH2:32][C:33]1[CH:38]=[CH:37][CH:36]=[CH:35][CH:34]=1)O)[O:20][CH2:21][C:22]1[CH:27]=[CH:26][CH:25]=[CH:24][CH:23]=1)[O:11]CC1C=CC=CC=1)[C:2]1[CH:7]=[CH:6][CH:5]=[CH:4][CH:3]=1.C1(P(C2C=CC=CC=2)C2C=CC=CC=2)C=CC=CC=1.II.N1C=CN=C1.[C:73]1([CH3:79])[CH:78]=[CH:77][CH:76]=[CH:75][CH:74]=1.C(#N)C, predict the reaction product. The product is: [CH2:79]([O:11][C@H:10]1[C@H:19]([O:20][CH2:21][C:22]2[CH:27]=[CH:26][CH:25]=[CH:24][CH:23]=2)[C@H:28]([CH2:30][O:31][CH2:32][C:33]2[CH:38]=[CH:37][CH:36]=[CH:35][CH:34]=2)[S:39][CH:9]1[S:8][CH2:1][C:2]1[CH:7]=[CH:6][CH:5]=[CH:4][CH:3]=1)[C:73]1[CH:78]=[CH:77][CH:76]=[CH:75][CH:74]=1. (3) Given the reactants [O:1]=[C:2]1[CH2:26][CH2:25][C@@:24]2([CH3:27])[C@H:4]([C@@H:5]([CH2:31][CH3:32])[C:6](=[O:30])[C@@H:7]3[C@@H:23]2[CH2:22][CH2:21][C@@:20]2([CH3:28])[C@H:8]3[CH2:9][C:10](=[O:29])[C@@H:11]2[C@H:12]([CH3:19])[CH2:13][CH2:14][C:15]([O:17][CH3:18])=[O:16])[CH2:3]1.Cl, predict the reaction product. The product is: [OH:1][C@@H:2]1[CH2:26][CH2:25][C@@:24]2([CH3:27])[C@H:4]([C@@H:5]([CH2:31][CH3:32])[C@@H:6]([OH:30])[C@@H:7]3[C@@H:23]2[CH2:22][CH2:21][C@@:20]2([CH3:28])[C@H:8]3[CH2:9][C@H:10]([OH:29])[C@@H:11]2[C@H:12]([CH3:19])[CH2:13][CH2:14][C:15]([O:17][CH3:18])=[O:16])[CH2:3]1. (4) The product is: [CH2:10]([O:17][C:18]1[CH:23]=[C:22]([O:24][CH2:25][C:26]2[CH:27]=[CH:28][CH:29]=[CH:30][CH:31]=2)[CH:21]=[CH:20][C:19]=1[CH:32]1[CH2:37][CH2:36][N:35]([C:1]([C:2]2[CH:7]=[CH:6][CH:5]=[CH:4][CH:3]=2)=[O:8])[CH2:34][CH2:33]1)[C:11]1[CH:12]=[CH:13][CH:14]=[CH:15][CH:16]=1. Given the reactants [C:1](Cl)(=[O:8])[C:2]1[CH:7]=[CH:6][CH:5]=[CH:4][CH:3]=1.[CH2:10]([O:17][C:18]1[CH:23]=[C:22]([O:24][CH2:25][C:26]2[CH:31]=[CH:30][CH:29]=[CH:28][CH:27]=2)[CH:21]=[CH:20][C:19]=1[CH:32]1[CH2:37][CH2:36][NH:35][CH2:34][CH2:33]1)[C:11]1[CH:16]=[CH:15][CH:14]=[CH:13][CH:12]=1, predict the reaction product.